This data is from NCI-60 drug combinations with 297,098 pairs across 59 cell lines. The task is: Regression. Given two drug SMILES strings and cell line genomic features, predict the synergy score measuring deviation from expected non-interaction effect. (1) Drug 1: CS(=O)(=O)C1=CC(=C(C=C1)C(=O)NC2=CC(=C(C=C2)Cl)C3=CC=CC=N3)Cl. Drug 2: CC1=C(N=C(N=C1N)C(CC(=O)N)NCC(C(=O)N)N)C(=O)NC(C(C2=CN=CN2)OC3C(C(C(C(O3)CO)O)O)OC4C(C(C(C(O4)CO)O)OC(=O)N)O)C(=O)NC(C)C(C(C)C(=O)NC(C(C)O)C(=O)NCCC5=NC(=CS5)C6=NC(=CS6)C(=O)NCCC[S+](C)C)O. Cell line: EKVX. Synergy scores: CSS=4.41, Synergy_ZIP=-3.01, Synergy_Bliss=-0.960, Synergy_Loewe=0.0957, Synergy_HSA=-0.0925. (2) Drug 1: CC1OCC2C(O1)C(C(C(O2)OC3C4COC(=O)C4C(C5=CC6=C(C=C35)OCO6)C7=CC(=C(C(=C7)OC)O)OC)O)O. Drug 2: CCC(=C(C1=CC=CC=C1)C2=CC=C(C=C2)OCCN(C)C)C3=CC=CC=C3.C(C(=O)O)C(CC(=O)O)(C(=O)O)O. Cell line: SNB-75. Synergy scores: CSS=1.49, Synergy_ZIP=-4.26, Synergy_Bliss=-1.06, Synergy_Loewe=-7.89, Synergy_HSA=-1.94. (3) Drug 1: C1CCC(CC1)NC(=O)N(CCCl)N=O. Drug 2: CC1=C(C=C(C=C1)NC(=O)C2=CC=C(C=C2)CN3CCN(CC3)C)NC4=NC=CC(=N4)C5=CN=CC=C5. Cell line: PC-3. Synergy scores: CSS=5.13, Synergy_ZIP=-1.69, Synergy_Bliss=2.91, Synergy_Loewe=-0.473, Synergy_HSA=1.15. (4) Drug 1: CCC1=CC2CC(C3=C(CN(C2)C1)C4=CC=CC=C4N3)(C5=C(C=C6C(=C5)C78CCN9C7C(C=CC9)(C(C(C8N6C)(C(=O)OC)O)OC(=O)C)CC)OC)C(=O)OC.C(C(C(=O)O)O)(C(=O)O)O. Drug 2: CCN(CC)CCCC(C)NC1=C2C=C(C=CC2=NC3=C1C=CC(=C3)Cl)OC. Cell line: NCIH23. Synergy scores: CSS=54.2, Synergy_ZIP=-5.73, Synergy_Bliss=0.0732, Synergy_Loewe=-0.610, Synergy_HSA=3.15. (5) Drug 1: C1=CN(C(=O)N=C1N)C2C(C(C(O2)CO)O)O.Cl. Drug 2: C(CN)CNCCSP(=O)(O)O. Cell line: SK-OV-3. Synergy scores: CSS=12.1, Synergy_ZIP=-4.74, Synergy_Bliss=-3.20, Synergy_Loewe=-23.6, Synergy_HSA=-4.57. (6) Drug 1: CC1=C(N=C(N=C1N)C(CC(=O)N)NCC(C(=O)N)N)C(=O)NC(C(C2=CN=CN2)OC3C(C(C(C(O3)CO)O)O)OC4C(C(C(C(O4)CO)O)OC(=O)N)O)C(=O)NC(C)C(C(C)C(=O)NC(C(C)O)C(=O)NCCC5=NC(=CS5)C6=NC(=CS6)C(=O)NCCC[S+](C)C)O. Drug 2: C1CN(P(=O)(OC1)NCCCl)CCCl. Cell line: MCF7. Synergy scores: CSS=8.05, Synergy_ZIP=-1.80, Synergy_Bliss=1.08, Synergy_Loewe=-7.00, Synergy_HSA=0.483. (7) Drug 1: C1=NC2=C(N1)C(=S)N=C(N2)N. Drug 2: CCC1(CC2CC(C3=C(CCN(C2)C1)C4=CC=CC=C4N3)(C5=C(C=C6C(=C5)C78CCN9C7C(C=CC9)(C(C(C8N6C=O)(C(=O)OC)O)OC(=O)C)CC)OC)C(=O)OC)O.OS(=O)(=O)O. Cell line: OVCAR-5. Synergy scores: CSS=36.2, Synergy_ZIP=-0.0556, Synergy_Bliss=0.812, Synergy_Loewe=0.0225, Synergy_HSA=0.214. (8) Drug 1: C1=CN(C(=O)N=C1N)C2C(C(C(O2)CO)O)O.Cl. Drug 2: CC1=C(N=C(N=C1N)C(CC(=O)N)NCC(C(=O)N)N)C(=O)NC(C(C2=CN=CN2)OC3C(C(C(C(O3)CO)O)O)OC4C(C(C(C(O4)CO)O)OC(=O)N)O)C(=O)NC(C)C(C(C)C(=O)NC(C(C)O)C(=O)NCCC5=NC(=CS5)C6=NC(=CS6)C(=O)NCCC[S+](C)C)O. Cell line: K-562. Synergy scores: CSS=45.4, Synergy_ZIP=-0.141, Synergy_Bliss=-1.09, Synergy_Loewe=-14.8, Synergy_HSA=-1.07.